This data is from Catalyst prediction with 721,799 reactions and 888 catalyst types from USPTO. The task is: Predict which catalyst facilitates the given reaction. Reactant: [C:1]([Br:5])(Br)(Br)Br.[F:6][C:7]1[CH:12]=[CH:11][N:10]=[C:9]([NH:13][C:14](=[O:20])[O:15][C:16]([CH3:19])([CH3:18])[CH3:17])[C:8]=1CO.C1(P(C2C=CC=CC=2)C2C=CC=CC=2)C=CC=CC=1. Product: [Br:5][CH2:1][C:8]1[C:9]([NH:13][C:14](=[O:20])[O:15][C:16]([CH3:18])([CH3:17])[CH3:19])=[N:10][CH:11]=[CH:12][C:7]=1[F:6]. The catalyst class is: 1.